This data is from Forward reaction prediction with 1.9M reactions from USPTO patents (1976-2016). The task is: Predict the product of the given reaction. (1) Given the reactants CN1[CH2:7][CH2:6][O:5]CC1.[NH:8]([C:13]([O:15][C:16]([CH3:19])([CH3:18])[CH3:17])=[O:14])[CH2:9][C:10]([OH:12])=O.CN([P+](O[N:31]1N=[N:38][C:33]2[CH:34]=[CH:35][CH:36]=[CH:37][C:32]1=2)(N(C)C)N(C)C)C.F[P-](F)(F)(F)(F)F.CN([CH:50]=[O:51])C, predict the reaction product. The product is: [CH2:6]([O:5][C:50](=[O:51])[NH:38][C@@H:33]1[CH2:34][CH2:35][CH2:36][CH2:37][C@@H:32]1[NH:31][C:10](=[O:12])[CH2:9][NH:8][C:13]([O:15][C:16]([CH3:19])([CH3:18])[CH3:17])=[O:14])[C:7]1[CH:36]=[CH:37][CH:32]=[CH:33][CH:34]=1. (2) Given the reactants [Cl:1][C:2]1[C:3]([N:10]2[CH:14]=[CH:13][CH:12]=[N:11]2)=[C:4]([F:9])[C:5](F)=[N:6][CH:7]=1.C[N:16]1C(=O)CCC1.N, predict the reaction product. The product is: [Cl:1][C:2]1[C:3]([N:10]2[CH:14]=[CH:13][CH:12]=[N:11]2)=[C:4]([F:9])[C:5]([NH2:16])=[N:6][CH:7]=1. (3) Given the reactants [CH:1]([O:4][P:5]([C:11]1[CH:30]=[CH:29][C:14]([O:15][C:16]2[CH:17]=[C:18]([CH:22]=[C:23]([O:25][CH:26]([CH3:28])[CH3:27])[CH:24]=2)[C:19](O)=[O:20])=[CH:13][CH:12]=1)([O:7][CH:8]([CH3:10])[CH3:9])=[O:6])([CH3:3])[CH3:2].[NH2:31][C:32]1[S:33][CH:34]=[CH:35][N:36]=1.C(OC1C=C(C=C(C(=O)NC2SC=CN=2)C=1)OC1C=CC(P(=O)(O)O)=CC=1)(C)C, predict the reaction product. The product is: [CH:8]([O:7][P:5]([C:11]1[CH:12]=[CH:13][C:14]([O:15][C:16]2[CH:17]=[C:18]([C:19](=[O:20])[NH:31][C:32]3[S:33][CH:34]=[CH:35][N:36]=3)[CH:22]=[C:23]([O:25][CH:26]([CH3:27])[CH3:28])[CH:24]=2)=[CH:29][CH:30]=1)(=[O:6])[O:4][CH:1]([CH3:2])[CH3:3])([CH3:10])[CH3:9]. (4) Given the reactants Br[C:2]1[CH:7]=[CH:6][C:5]([Br:8])=[CH:4][N:3]=1.[Br-].[N:10]1[CH:15]=[CH:14][CH:13]=[CH:12][C:11]=1[Zn+], predict the reaction product. The product is: [Br:8][C:5]1[CH:6]=[CH:7][C:2]([C:11]2[CH:12]=[CH:13][CH:14]=[CH:15][N:10]=2)=[N:3][CH:4]=1.